Dataset: Reaction yield outcomes from USPTO patents with 853,638 reactions. Task: Predict the reaction yield, written as a fraction of the theoretical maximum amount of product (1.0 means a 100% yield; for example, 0.34 means a 34% yield). (1) The reactants are [C:1]([N:20]1[CH:24]=[C:23]([NH:25][C:26](=O)[C:27]2[CH:32]=[CH:31][CH:30]=[CH:29][CH:28]=2)[N:22]=[CH:21]1)([C:14]1[CH:19]=[CH:18][CH:17]=[CH:16][CH:15]=1)([C:8]1[CH:13]=[CH:12][CH:11]=[CH:10][CH:9]=1)[C:2]1[CH:7]=[CH:6][CH:5]=[CH:4][CH:3]=1.[H-].[Al+3].[Li+].[H-].[H-].[H-].O. The catalyst is O1CCCC1. The product is [CH2:26]([NH:25][C:23]1[N:22]=[CH:21][N:20]([C:1]([C:14]2[CH:19]=[CH:18][CH:17]=[CH:16][CH:15]=2)([C:8]2[CH:9]=[CH:10][CH:11]=[CH:12][CH:13]=2)[C:2]2[CH:7]=[CH:6][CH:5]=[CH:4][CH:3]=2)[CH:24]=1)[C:27]1[CH:28]=[CH:29][CH:30]=[CH:31][CH:32]=1. The yield is 0.440. (2) The reactants are Br[C:2]1[C:10]2[C:5](=[CH:6][CH:7]=[C:8]([C:11]#[N:12])[CH:9]=2)[N:4]([CH:13]2[CH2:18][CH2:17][CH2:16][CH2:15][O:14]2)[N:3]=1.[NH2:19][C:20]1[CH:21]=[C:22](B(O)O)[CH:23]=[CH:24][CH:25]=1.ClCCl.P([O-])([O-])([O-])=O.[K+].[K+].[K+]. The catalyst is COCCOC.C1(P(C2C=CC=CC=2)[C-]2C=CC=C2)C=CC=CC=1.[C-]1(P(C2C=CC=CC=2)C2C=CC=CC=2)C=CC=C1.[Fe+2]. The product is [NH2:19][C:20]1[CH:25]=[C:24]([C:2]2[C:10]3[C:5](=[CH:6][CH:7]=[C:8]([C:11]#[N:12])[CH:9]=3)[N:4]([CH:13]3[CH2:18][CH2:17][CH2:16][CH2:15][O:14]3)[N:3]=2)[CH:23]=[CH:22][CH:21]=1. The yield is 0.810. (3) The reactants are C(OC(=O)[NH:7][C:8]([C:10]1[S:11][C:12]([S:34][CH3:35])=[C:13]([S:15]([C:18]2[CH:19]=[C:20]([C:24]3[CH:29]=[CH:28][C:27]([C:30](=[O:32])[NH2:31])=[CH:26][C:25]=3[CH3:33])[CH:21]=[CH:22][CH:23]=2)(=[O:17])=[O:16])[CH:14]=1)=[NH:9])(C)(C)C.[C:37]([OH:43])([C:39]([F:42])([F:41])[F:40])=[O:38]. No catalyst specified. The product is [F:40][C:39]([F:42])([F:41])[C:37]([OH:43])=[O:38].[C:8]([C:10]1[S:11][C:12]([S:34][CH3:35])=[C:13]([S:15]([C:18]2[CH:19]=[C:20]([C:24]3[CH:29]=[CH:28][C:27]([C:30]([NH2:31])=[O:32])=[CH:26][C:25]=3[CH3:33])[CH:21]=[CH:22][CH:23]=2)(=[O:16])=[O:17])[CH:14]=1)(=[NH:7])[NH2:9]. The yield is 0.590. (4) The reactants are [NH2:1][C:2]1[CH:10]=[CH:9][C:5]([C:6]([OH:8])=[O:7])=[CH:4][N:3]=1.S(=O)(=O)(O)O.[CH3:16]O. No catalyst specified. The product is [NH2:1][C:2]1[CH:10]=[CH:9][C:5]([C:6]([O:8][CH3:16])=[O:7])=[CH:4][N:3]=1. The yield is 0.300. (5) The reactants are [CH3:1][O:2][C:3]([C:5]1[S:6][C:7]([C:27]2[CH:32]=[CH:31][CH:30]=[CH:29][CH:28]=2)=[CH:8][C:9]=1[NH:10][CH2:11][C:12]1[O:13][C:14]([C:17]2[CH:22]=[CH:21][CH:20]=[C:19]([C:23]([F:26])([F:25])[F:24])[CH:18]=2)=[CH:15][CH:16]=1)=[O:4].[Cl:33][C:34]1[CH:42]=[C:41]([Cl:43])[CH:40]=[CH:39][C:35]=1[C:36](Cl)=[O:37]. The catalyst is ClCCl.C([O-])(O)=O.[Na+]. The product is [CH3:1][O:2][C:3]([C:5]1[S:6][C:7]([C:27]2[CH:32]=[CH:31][CH:30]=[CH:29][CH:28]=2)=[CH:8][C:9]=1[N:10]([C:36](=[O:37])[C:35]1[CH:39]=[CH:40][C:41]([Cl:43])=[CH:42][C:34]=1[Cl:33])[CH2:11][C:12]1[O:13][C:14]([C:17]2[CH:22]=[CH:21][CH:20]=[C:19]([C:23]([F:25])([F:24])[F:26])[CH:18]=2)=[CH:15][CH:16]=1)=[O:4]. The yield is 0.780. (6) The reactants are [NH:1]1[C@@H:10]2[C@@H:5]([CH2:6][CH2:7][CH2:8][CH2:9]2)[NH:4][CH2:3][CH2:2]1.C(N(CC)CC)C.Cl[C:19]([O:21][CH2:22][C:23]1[CH:28]=[CH:27][CH:26]=[CH:25][CH:24]=1)=[O:20]. The yield is 0.850. The catalyst is ClCCl. The product is [N:1]1([C:19]([O:21][CH2:22][C:23]2[CH:28]=[CH:27][CH:26]=[CH:25][CH:24]=2)=[O:20])[CH:10]2[CH:5]([CH2:6][CH2:7][CH2:8][CH2:9]2)[NH:4][CH2:3][CH2:2]1.